This data is from Cav3 T-type calcium channel HTS with 100,875 compounds. The task is: Binary Classification. Given a drug SMILES string, predict its activity (active/inactive) in a high-throughput screening assay against a specified biological target. (1) The drug is Brc1sc(S(=O)(=O)CCC(=O)NCc2ccc(cc2)C)cc1. The result is 0 (inactive). (2) The compound is s1c(NCc2occc2)nc(=O)c2c1nccc2. The result is 0 (inactive). (3) The result is 1 (active). The molecule is Clc1cc(c2oc(c(n2)CN2CC(CCC2)C(=O)NCCc2cc(OC)c(OC)cc2)C)ccc1. (4) The molecule is O(c1c(CCC(=O)Nc2[nH]c3c(n2)cccc3)cccc1)C. The result is 0 (inactive). (5) The drug is O=c1n(cnc2n(ncc12)C(C)(C)C)CC(OCc1ccccc1)=O. The result is 0 (inactive). (6) The molecule is S=C(NCCc1c2c([nH]c1)cccc2)Nc1ccc(cc1)C. The result is 0 (inactive). (7) The compound is Brc1cc(C(=O)CSc2n(ccn2)C)ccc1. The result is 0 (inactive). (8) The result is 0 (inactive). The compound is O=c1n(nc(c2c1cccc2)C)CC(=O)NC. (9) The drug is Brc1ccc(c2n3cc(sc3nn2)CNC2CCCC2)cc1. The result is 0 (inactive). (10) The compound is Fc1c(NC(=O)Nc2ccc(OC)cc2)cc(cc1)C. The result is 0 (inactive).